Task: Predict the product of the given reaction.. Dataset: Forward reaction prediction with 1.9M reactions from USPTO patents (1976-2016) (1) Given the reactants [CH:1]1[C:10]2[C:5](=[CH:6][CH:7]=[CH:8][CH:9]=2)[CH:4]=[CH:3][C:2]=1[S:11][CH2:12][CH2:13][CH2:14][C:15]([OH:17])=O.[CH3:18][O:19][C:20]1[CH:28]=[CH:27][CH:26]=[CH:25][C:21]=1[CH2:22][NH:23][CH3:24], predict the reaction product. The product is: [CH3:18][O:19][C:20]1[CH:28]=[CH:27][CH:26]=[CH:25][C:21]=1[CH2:22][N:23]([CH3:24])[C:15](=[O:17])[CH2:14][CH2:13][CH2:12][S:11][C:2]1[CH:3]=[CH:4][C:5]2[C:10](=[CH:9][CH:8]=[CH:7][CH:6]=2)[CH:1]=1. (2) Given the reactants C(OC([N:8]1[CH2:13][CH2:12][N:11]([C:14]2[CH:15]=[N:16][C:17]([NH:20][C:21]3[N:30]=[CH:29][C:28]4[N:27]=[C:26]([CH2:31][CH3:32])[C:25](=[O:33])[N:24]([CH:34]5[CH2:38][CH2:37][CH2:36][CH2:35]5)[C:23]=4[N:22]=3)=[CH:18][CH:19]=2)[CH2:10][CH2:9]1)=O)(C)(C)C.FC(F)(F)C(O)=O, predict the reaction product. The product is: [CH:34]1([N:24]2[C:23]3[N:22]=[C:21]([NH:20][C:17]4[CH:18]=[CH:19][C:14]([N:11]5[CH2:10][CH2:9][NH:8][CH2:13][CH2:12]5)=[CH:15][N:16]=4)[N:30]=[CH:29][C:28]=3[N:27]=[C:26]([CH2:31][CH3:32])[C:25]2=[O:33])[CH2:38][CH2:37][CH2:36][CH2:35]1. (3) Given the reactants Cl[C:2]1[C:11]2[C:6](=[CH:7][C:8]([I:12])=[CH:9][CH:10]=2)[N:5]=[C:4]([CH3:13])[CH:3]=1.[NH:14]1[CH2:18][CH2:17][CH2:16][CH2:15]1.N1C=CC=CC=1, predict the reaction product. The product is: [I:12][C:8]1[CH:7]=[C:6]2[C:11]([C:2]([N:14]3[CH2:18][CH2:17][CH2:16][CH2:15]3)=[CH:3][C:4]([CH3:13])=[N:5]2)=[CH:10][CH:9]=1. (4) Given the reactants [CH2:1]([O:3][C:4]([C:6]1[C:15]([N+:16]([O-])=O)=[CH:14][C:13]2[C:8](=[C:9]([O:19][CH3:20])[CH:10]=[CH:11][CH:12]=2)[CH:7]=1)=[O:5])[CH3:2].[H][H], predict the reaction product. The product is: [CH2:1]([O:3][C:4]([C:6]1[C:15]([NH2:16])=[CH:14][C:13]2[C:8](=[C:9]([O:19][CH3:20])[CH:10]=[CH:11][CH:12]=2)[CH:7]=1)=[O:5])[CH3:2]. (5) Given the reactants [ClH:1].[C:2]1([O:12][CH:13]2[CH2:17][CH2:16][NH:15][CH2:14]2)[C:11]2[C:6](=C[CH:8]=[CH:9][CH:10]=2)[CH:5]=[CH:4][CH:3]=1.[C:18]1([O:28]C2CCN(CC3C=CC=CC=3)C2)C2C(=CC=CC=2)C=CC=1, predict the reaction product. The product is: [ClH:1].[CH3:18][O:28][C:3]1[C:2]([O:12][C@@H:13]2[CH2:17][CH2:16][NH:15][CH2:14]2)=[C:11]2[C:6](=[CH:5][CH:4]=1)[CH2:8][CH2:9][CH2:10]2. (6) Given the reactants COB([C:5]1[CH:10]=[CH:9][C:8]([C:11]([OH:13])=[O:12])=[CH:7][CH:6]=1)O.Br[C:15]1[CH:20]=[CH:19][N:18]=[CH:17][CH:16]=1.[C:21](=O)([O-])[O-].[K+].[K+], predict the reaction product. The product is: [CH3:21][O:13][C:11](=[O:12])[C:8]1[CH:7]=[CH:6][C:5]([C:15]2[CH:20]=[CH:19][N:18]=[CH:17][CH:16]=2)=[CH:10][CH:9]=1. (7) The product is: [Cl:8][C:5]1[CH:6]=[CH:7][C:2]([NH:1][C:17](=[O:18])[C@@H:16]([N:20]2[C:24](=[O:25])[C@H:23]([CH2:26][CH:27]3[CH2:32][CH2:31][CH2:30][CH2:29][CH2:28]3)[NH:22][C:21]2=[O:33])[CH2:15][CH:9]2[CH2:10][CH2:11][CH2:12][CH2:13][CH2:14]2)=[N:3][CH:4]=1. Given the reactants [NH2:1][C:2]1[CH:7]=[CH:6][C:5]([Cl:8])=[CH:4][N:3]=1.[CH:9]1([CH2:15][C@H:16]([N:20]2[C:24](=[O:25])[C@H:23]([CH2:26][CH:27]3[CH2:32][CH2:31][CH2:30][CH2:29][CH2:28]3)[NH:22][C:21]2=[O:33])[C:17](O)=[O:18])[CH2:14][CH2:13][CH2:12][CH2:11][CH2:10]1, predict the reaction product. (8) Given the reactants [CH:1]([N:4]1[CH2:9][CH2:8][CH:7]([O:10][C:11]2[CH:19]=[CH:18][C:17]3[N:16]4[CH2:20][CH2:21][NH:22][C:23](=[O:24])[C:15]4=[CH:14][C:13]=3[CH:12]=2)[CH2:6][CH2:5]1)([CH3:3])[CH3:2].[H-].[Na+].Br[CH2:28][CH:29]1[CH2:31][CH2:30]1.[Cl-].[NH4+], predict the reaction product. The product is: [CH:29]1([CH2:28][N:22]2[CH2:21][CH2:20][N:16]3[C:17]4[CH:18]=[CH:19][C:11]([O:10][CH:7]5[CH2:8][CH2:9][N:4]([CH:1]([CH3:3])[CH3:2])[CH2:5][CH2:6]5)=[CH:12][C:13]=4[CH:14]=[C:15]3[C:23]2=[O:24])[CH2:31][CH2:30]1. (9) Given the reactants [Br:1][C:2]1[CH:3]=[CH:4][CH:5]=[C:6]2[C:11]=1[N:10]=[C:9](Cl)[CH:8]=[CH:7]2.[NH:13]1[CH2:18][CH2:17][NH:16][CH2:15][CH2:14]1, predict the reaction product. The product is: [Br:1][C:2]1[CH:3]=[CH:4][CH:5]=[C:6]2[C:11]=1[N:10]=[C:9]([N:13]1[CH2:18][CH2:17][NH:16][CH2:15][CH2:14]1)[CH:8]=[CH:7]2.